Dataset: Merck oncology drug combination screen with 23,052 pairs across 39 cell lines. Task: Regression. Given two drug SMILES strings and cell line genomic features, predict the synergy score measuring deviation from expected non-interaction effect. Drug 1: Cn1nnc2c(C(N)=O)ncn2c1=O. Drug 2: C=CCn1c(=O)c2cnc(Nc3ccc(N4CCN(C)CC4)cc3)nc2n1-c1cccc(C(C)(C)O)n1. Cell line: UWB1289. Synergy scores: synergy=106.